This data is from NCI-60 drug combinations with 297,098 pairs across 59 cell lines. The task is: Regression. Given two drug SMILES strings and cell line genomic features, predict the synergy score measuring deviation from expected non-interaction effect. (1) Synergy scores: CSS=9.50, Synergy_ZIP=-6.15, Synergy_Bliss=-1.56, Synergy_Loewe=-0.953, Synergy_HSA=-0.791. Cell line: UO-31. Drug 2: C1=NC(=NC(=O)N1C2C(C(C(O2)CO)O)O)N. Drug 1: C1=CC(=CC=C1CCCC(=O)O)N(CCCl)CCCl. (2) Drug 1: CC1=C2C(C(=O)C3(C(CC4C(C3C(C(C2(C)C)(CC1OC(=O)C(C(C5=CC=CC=C5)NC(=O)OC(C)(C)C)O)O)OC(=O)C6=CC=CC=C6)(CO4)OC(=O)C)OC)C)OC. Drug 2: C1CC(C1)(C(=O)O)C(=O)O.[NH2-].[NH2-].[Pt+2]. Cell line: MDA-MB-231. Synergy scores: CSS=43.8, Synergy_ZIP=1.58, Synergy_Bliss=0.913, Synergy_Loewe=2.75, Synergy_HSA=4.39. (3) Drug 1: CC(C)CN1C=NC2=C1C3=CC=CC=C3N=C2N. Drug 2: CCC1(C2=C(COC1=O)C(=O)N3CC4=CC5=C(C=CC(=C5CN(C)C)O)N=C4C3=C2)O.Cl. Cell line: UACC-257. Synergy scores: CSS=10.5, Synergy_ZIP=-2.97, Synergy_Bliss=-3.63, Synergy_Loewe=-8.99, Synergy_HSA=-3.58. (4) Drug 1: C1=C(C(=O)NC(=O)N1)F. Drug 2: CC(C)(C#N)C1=CC(=CC(=C1)CN2C=NC=N2)C(C)(C)C#N. Cell line: A549. Synergy scores: CSS=36.0, Synergy_ZIP=2.73, Synergy_Bliss=-3.87, Synergy_Loewe=-3.74, Synergy_HSA=-3.24. (5) Drug 1: CC1C(C(CC(O1)OC2CC(CC3=C2C(=C4C(=C3O)C(=O)C5=C(C4=O)C(=CC=C5)OC)O)(C(=O)C)O)N)O.Cl. Drug 2: COC1=NC(=NC2=C1N=CN2C3C(C(C(O3)CO)O)O)N. Cell line: SW-620. Synergy scores: CSS=20.9, Synergy_ZIP=5.94, Synergy_Bliss=8.98, Synergy_Loewe=-1.17, Synergy_HSA=5.26.